From a dataset of Full USPTO retrosynthesis dataset with 1.9M reactions from patents (1976-2016). Predict the reactants needed to synthesize the given product. (1) Given the product [NH2:9][S:8]([C:6]1[CH:5]=[CH:4][C:3]([NH:12][C:13]([C:15]2[CH:20]=[C:19]([N:27]([CH:22]3[CH2:26][CH2:25][CH2:24][CH2:23]3)[CH2:28][CH:29]([CH3:31])[CH3:30])[N:18]=[CH:17][N:16]=2)=[O:14])=[C:2]([CH3:1])[CH:7]=1)(=[O:11])=[O:10], predict the reactants needed to synthesize it. The reactants are: [CH3:1][C:2]1[CH:7]=[C:6]([S:8](=[O:11])(=[O:10])[NH2:9])[CH:5]=[CH:4][C:3]=1[NH:12][C:13]([C:15]1[CH:20]=[C:19](Cl)[N:18]=[CH:17][N:16]=1)=[O:14].[CH:22]1([NH:27][CH2:28][CH:29]([CH3:31])[CH3:30])[CH2:26][CH2:25][CH2:24][CH2:23]1. (2) Given the product [NH:8]1[C:5]2[CH:12]=[CH:7][CH:2]=[N:3][C:4]=2[CH:10]=[CH:9]1, predict the reactants needed to synthesize it. The reactants are: Br[C:2]1[N:3]=[C:4]2[CH:10]=[CH:9][NH:8][C:5]2=N[CH:7]=1.F[C:12]1C(B(O)O)=CC=CN=1.C(=O)([O-])[O-].[Na+].[Na+].CCO. (3) Given the product [CH3:27][N:26]([CH3:28])[CH2:25]/[CH:24]=[CH:23]/[C:22]([N:21]([CH3:30])[C@@H:19]([CH3:20])[C:18]([NH:17][CH2:16][CH2:15][CH2:14][C:13]#[C:12][C:5]1[C:6]([NH:8][CH2:9][CH2:10][CH3:11])=[N:7][C:2]([NH:32][CH2:33][CH2:34][N:35]2[CH2:40][CH2:39][O:38][CH2:37][CH2:36]2)=[N:3][CH:4]=1)=[O:31])=[O:29], predict the reactants needed to synthesize it. The reactants are: Cl[C:2]1[N:7]=[C:6]([NH:8][CH2:9][CH2:10][CH3:11])[C:5]([C:12]#[C:13][CH2:14][CH2:15][CH2:16][NH:17][C:18](=[O:31])[C@@H:19]([N:21]([CH3:30])[C:22](=[O:29])/[CH:23]=[CH:24]/[CH2:25][N:26]([CH3:28])[CH3:27])[CH3:20])=[CH:4][N:3]=1.[NH2:32][CH2:33][CH2:34][N:35]1[CH2:40][CH2:39][O:38][CH2:37][CH2:36]1.C(=O)([O-])[O-].[Cs+].[Cs+].